Dataset: NCI-60 drug combinations with 297,098 pairs across 59 cell lines. Task: Regression. Given two drug SMILES strings and cell line genomic features, predict the synergy score measuring deviation from expected non-interaction effect. (1) Drug 1: CC1OCC2C(O1)C(C(C(O2)OC3C4COC(=O)C4C(C5=CC6=C(C=C35)OCO6)C7=CC(=C(C(=C7)OC)O)OC)O)O. Drug 2: CC1CCCC2(C(O2)CC(NC(=O)CC(C(C(=O)C(C1O)C)(C)C)O)C(=CC3=CSC(=N3)C)C)C. Cell line: SNB-19. Synergy scores: CSS=27.6, Synergy_ZIP=3.18, Synergy_Bliss=3.39, Synergy_Loewe=3.85, Synergy_HSA=3.52. (2) Drug 1: CC(CN1CC(=O)NC(=O)C1)N2CC(=O)NC(=O)C2. Drug 2: CCC1=C2CN3C(=CC4=C(C3=O)COC(=O)C4(CC)O)C2=NC5=C1C=C(C=C5)O. Cell line: HCC-2998. Synergy scores: CSS=14.9, Synergy_ZIP=-9.00, Synergy_Bliss=-3.52, Synergy_Loewe=-4.44, Synergy_HSA=-1.64. (3) Drug 1: CC1=C(C=C(C=C1)NC2=NC=CC(=N2)N(C)C3=CC4=NN(C(=C4C=C3)C)C)S(=O)(=O)N.Cl. Drug 2: C1=NC(=NC(=O)N1C2C(C(C(O2)CO)O)O)N. Cell line: UACC62. Synergy scores: CSS=11.0, Synergy_ZIP=-1.57, Synergy_Bliss=-0.374, Synergy_Loewe=-26.1, Synergy_HSA=-0.138. (4) Drug 1: CS(=O)(=O)C1=CC(=C(C=C1)C(=O)NC2=CC(=C(C=C2)Cl)C3=CC=CC=N3)Cl. Drug 2: CN(C(=O)NC(C=O)C(C(C(CO)O)O)O)N=O. Cell line: MDA-MB-435. Synergy scores: CSS=-5.41, Synergy_ZIP=2.73, Synergy_Bliss=-2.36, Synergy_Loewe=-9.25, Synergy_HSA=-9.92. (5) Drug 1: CC1=C(C=C(C=C1)NC(=O)C2=CC=C(C=C2)CN3CCN(CC3)C)NC4=NC=CC(=N4)C5=CN=CC=C5. Drug 2: CC=C1C(=O)NC(C(=O)OC2CC(=O)NC(C(=O)NC(CSSCCC=C2)C(=O)N1)C(C)C)C(C)C. Cell line: COLO 205. Synergy scores: CSS=9.57, Synergy_ZIP=4.52, Synergy_Bliss=1.45, Synergy_Loewe=-62.5, Synergy_HSA=-5.74. (6) Drug 1: CC1C(C(=O)NC(C(=O)N2CCCC2C(=O)N(CC(=O)N(C(C(=O)O1)C(C)C)C)C)C(C)C)NC(=O)C3=C4C(=C(C=C3)C)OC5=C(C(=O)C(=C(C5=N4)C(=O)NC6C(OC(=O)C(N(C(=O)CN(C(=O)C7CCCN7C(=O)C(NC6=O)C(C)C)C)C)C(C)C)C)N)C. Drug 2: CNC(=O)C1=NC=CC(=C1)OC2=CC=C(C=C2)NC(=O)NC3=CC(=C(C=C3)Cl)C(F)(F)F. Cell line: A549. Synergy scores: CSS=-2.59, Synergy_ZIP=1.20, Synergy_Bliss=-1.77, Synergy_Loewe=-1.34, Synergy_HSA=-4.67.